This data is from Catalyst prediction with 721,799 reactions and 888 catalyst types from USPTO. The task is: Predict which catalyst facilitates the given reaction. (1) Reactant: FC(F)(F)C([O-])=O.[CH:8]1([N:13]2[C:18]3=[N:19][C:20]([NH:23][C:24]4[CH:29]=[CH:28][C:27]([N:30]5[CH:34]=[CH:33][CH:32]=[N:31]5)=[CH:26][CH:25]=4)=[N:21][CH:22]=[C:17]3[CH2:16][NH:15][C:14]2=[O:35])[CH2:12][CH2:11][CH2:10][CH2:9]1.CC(C)([O-])C.[K+]. Product: [CH:8]1([N:13]2[C:18]3=[N:19][C:20]([NH:23][C:24]4[CH:25]=[CH:26][C:27]([N:30]5[CH:34]=[CH:33][CH:32]=[N:31]5)=[CH:28][CH:29]=4)=[N:21][CH:22]=[C:17]3[CH:16]=[N:15][C:14]2=[O:35])[CH2:9][CH2:10][CH2:11][CH2:12]1. The catalyst class is: 1. (2) Reactant: [C:1]([O:5][C:6]([N:8]1[CH2:13][CH2:12][N:11]([CH2:14][C:15]2[CH:20]=[CH:19][CH:18]=[C:17]([OH:21])[CH:16]=2)[CH2:10][CH2:9]1)=[O:7])([CH3:4])([CH3:3])[CH3:2].C([O-])([O-])=O.[Cs+].[Cs+].Cl[C:29]1[C:34]([C:35]#[N:36])=[CH:33][CH:32]=[CH:31][N:30]=1.O. Product: [C:1]([O:5][C:6]([N:8]1[CH2:9][CH2:10][N:11]([CH2:14][C:15]2[CH:20]=[CH:19][CH:18]=[C:17]([O:21][C:29]3[C:34]([C:35]#[N:36])=[CH:33][CH:32]=[CH:31][N:30]=3)[CH:16]=2)[CH2:12][CH2:13]1)=[O:7])([CH3:4])([CH3:2])[CH3:3]. The catalyst class is: 16. (3) Reactant: [H-].[Na+].[CH2:3]([N:10]1[CH2:15][CH2:14][N:13]([C:16]2[C:21]([CH2:22][OH:23])=[CH:20][CH:19]=[CH:18][N:17]=2)[CH2:12][CH2:11]1)[C:4]1[CH:9]=[CH:8][CH:7]=[CH:6][CH:5]=1.[CH3:24]I.O. Product: [CH2:3]([N:10]1[CH2:11][CH2:12][N:13]([C:16]2[C:21]([CH2:22][O:23][CH3:24])=[CH:20][CH:19]=[CH:18][N:17]=2)[CH2:14][CH2:15]1)[C:4]1[CH:5]=[CH:6][CH:7]=[CH:8][CH:9]=1. The catalyst class is: 1. (4) Reactant: [C:1]1([CH:7]([C:18]2[CH:23]=[CH:22][CH:21]=[CH:20][CH:19]=2)[N:8](C2C=CC=CC=2)[C:9](=[O:11])[O-])[CH:6]=[CH:5][CH:4]=[CH:3][CH:2]=1.[OH:24][C:25]([C:27]1([C:33]2[CH:38]=[CH:37][CH:36]=[CH:35][CH:34]=2)[CH2:32][CH2:31][NH:30][CH2:29][CH2:28]1)=[O:26].C1CCN2C(=NCCC2)CC1. The catalyst class is: 1. Product: [C:18]1([CH:7]([C:1]2[CH:2]=[CH:3][CH:4]=[CH:5][CH:6]=2)[NH:8][C:9]([N:30]2[CH2:31][CH2:32][C:27]([C:25]([OH:26])=[O:24])([C:33]3[CH:38]=[CH:37][CH:36]=[CH:35][CH:34]=3)[CH2:28][CH2:29]2)=[O:11])[CH:19]=[CH:20][CH:21]=[CH:22][CH:23]=1. (5) Reactant: C([Mg]Br)C.I[C:6]1[N:7]=[CH:8][N:9]([C:11]([C:24]2[CH:29]=[CH:28][CH:27]=[CH:26][CH:25]=2)([C:18]2[CH:23]=[CH:22][CH:21]=[CH:20][CH:19]=2)[C:12]2[CH:17]=[CH:16][CH:15]=[CH:14][CH:13]=2)[CH:10]=1.[N+:30]([C:33]1[CH:34]=[C:35]([CH2:39][CH:40]=[O:41])[CH:36]=[CH:37][CH:38]=1)([O-:32])=[O:31]. Product: [N+:30]([C:33]1[CH:34]=[C:35]([CH2:39][CH:40]([C:6]2[N:7]=[CH:8][N:9]([C:11]([C:12]3[CH:13]=[CH:14][CH:15]=[CH:16][CH:17]=3)([C:18]3[CH:23]=[CH:22][CH:21]=[CH:20][CH:19]=3)[C:24]3[CH:25]=[CH:26][CH:27]=[CH:28][CH:29]=3)[CH:10]=2)[OH:41])[CH:36]=[CH:37][CH:38]=1)([O-:32])=[O:31]. The catalyst class is: 4. (6) The catalyst class is: 22. Reactant: [CH3:1][O:2][C:3](=[O:10])[CH2:4][C:5]([CH:7]1[CH2:9][CH2:8]1)=[O:6].CO[CH:13](OC)[N:14]([CH3:16])[CH3:15]. Product: [CH3:1][O:2][C:3](=[O:10])[C:4]([C:5]([CH:7]1[CH2:9][CH2:8]1)=[O:6])=[CH:13][N:14]([CH3:16])[CH3:15]. (7) Reactant: C(O[C:4]([C:6]1[CH:7]=[N:8][C:9]2[CH2:10][CH2:11][CH2:12][CH2:13][C:14]=2[C:15]=1Cl)=[O:5])C.Cl.[Cl:18][C:19]1[CH:24]=[CH:23][C:22]([NH:25][NH2:26])=[CH:21][CH:20]=1.CCN(CC)CC. Product: [Cl:18][C:19]1[CH:24]=[CH:23][C:22]([N:25]2[C:4](=[O:5])[C:6]3=[CH:7][NH:8][C:9]4[CH2:10][CH2:11][CH2:12][CH2:13][C:14]=4[C:15]3=[N:26]2)=[CH:21][CH:20]=1. The catalyst class is: 51. (8) Product: [CH3:25][O:26][CH2:27][CH2:28][NH:29][C:2]1[N:7]=[CH:6][C:5]([C:8]2[NH:16][C:15]3[C:14](=[O:17])[N:13]([CH2:18][CH2:19][CH3:20])[C:12](=[O:21])[N:11]([CH2:22][CH2:23][CH3:24])[C:10]=3[CH:9]=2)=[CH:4][CH:3]=1. Reactant: Cl[C:2]1[N:7]=[CH:6][C:5]([C:8]2[NH:16][C:15]3[C:14](=[O:17])[N:13]([CH2:18][CH2:19][CH3:20])[C:12](=[O:21])[N:11]([CH2:22][CH2:23][CH3:24])[C:10]=3[CH:9]=2)=[CH:4][CH:3]=1.[CH3:25][O:26][CH2:27][CH2:28][NH2:29]. The catalyst class is: 14. (9) Reactant: [OH:1][C:2]1[C:3]([NH:12][C:13](=[O:15])[CH3:14])=[CH:4][C:5]2[C:10]([CH:11]=1)=[CH:9][CH:8]=[CH:7][CH:6]=2.C(=O)([O-])[O-].[K+].[K+].[CH2:22](Br)[C:23]1[CH:28]=[CH:27][CH:26]=[CH:25][CH:24]=1. Product: [CH2:22]([O:1][C:2]1[C:3]([NH:12][C:13](=[O:15])[CH3:14])=[CH:4][C:5]2[C:10]([CH:11]=1)=[CH:9][CH:8]=[CH:7][CH:6]=2)[C:23]1[CH:28]=[CH:27][CH:26]=[CH:25][CH:24]=1. The catalyst class is: 21. (10) The catalyst class is: 345. Product: [CH3:20][O:21][C:22](=[O:33])[CH2:23][CH2:24][C:25]1[CH:30]=[CH:29][C:28]([O:9][CH2:8][C:7]2[O:6][C:5]([C:10]3[CH:15]=[CH:14][C:13]([C:16]([F:19])([F:18])[F:17])=[CH:12][CH:11]=3)=[N:4][C:3]=2[CH2:1][CH3:2])=[CH:27][C:26]=1[CH3:32]. Reactant: [CH2:1]([C:3]1[N:4]=[C:5]([C:10]2[CH:15]=[CH:14][C:13]([C:16]([F:19])([F:18])[F:17])=[CH:12][CH:11]=2)[O:6][C:7]=1[CH2:8][OH:9])[CH3:2].[CH3:20][O:21][C:22](=[O:33])[CH2:23][CH2:24][C:25]1[CH:30]=[CH:29][C:28](O)=[CH:27][C:26]=1[CH3:32].C(P(CCCC)CCCC)CCC.N(C(N1CCCCC1)=O)=NC(N1CCCCC1)=O.